The task is: Predict the reaction yield, written as a fraction of the theoretical maximum amount of product (1.0 means a 100% yield; for example, 0.34 means a 34% yield).. This data is from Reaction yield outcomes from USPTO patents with 853,638 reactions. (1) The reactants are F[C:2](F)(F)[C:3]([OH:5])=O.[Br:8][C:9]1[CH:10]=[C:11]([CH:14]2[C:18]([C:21]3[CH:26]=[CH:25][C:24]([Cl:27])=[CH:23][C:22]=3[F:28])([C:19]#[N:20])[CH:17]([CH2:29][C:30]([CH3:33])([CH3:32])[CH3:31])[NH:16][CH:15]2[C:34](O)=[O:35])[S:12][CH:13]=1.[CH2:37]([NH2:39])[CH3:38].CN(C([O:47]N1N=NC2C=CC=NC1=2)=[N+](C)C)C.F[P-](F)(F)(F)(F)F.CCN(C(C)C)C(C)C.Cl. The catalyst is C(Cl)Cl.O1CCCC1. The product is [OH:47][C@H:2]([CH2:3][OH:5])[CH2:38][CH2:37][NH:39][C:34]([CH:15]1[CH:14]([C:11]2[S:12][CH:13]=[C:9]([Br:8])[CH:10]=2)[C:18]([C:21]2[CH:26]=[CH:25][C:24]([Cl:27])=[CH:23][C:22]=2[F:28])([C:19]#[N:20])[CH:17]([CH2:29][C:30]([CH3:33])([CH3:31])[CH3:32])[NH:16]1)=[O:35]. The yield is 0.800. (2) The reactants are [CH3:1][C:2]1[S:3][C:4]2[CH:10]=[C:9]([O:11][C:12]3[CH:17]=[CH:16][CH:15]=[CH:14][CH:13]=3)[CH:8]=[CH:7][C:5]=2[N:6]=1.C1C(=O)N([Br:25])C(=O)C1.CC(N=NC(C#N)(C)C)(C#N)C. The catalyst is C(Cl)(Cl)(Cl)Cl. The product is [Br:25][CH2:1][C:2]1[S:3][C:4]2[CH:10]=[C:9]([O:11][C:12]3[CH:13]=[CH:14][CH:15]=[CH:16][CH:17]=3)[CH:8]=[CH:7][C:5]=2[N:6]=1. The yield is 0.0630. (3) The reactants are [Cl:1][C:2]1[CH:7]=[CH:6][C:5]([C@H:8]([NH:11]C(=O)OC(C)(C)C)[CH2:9][CH3:10])=[C:4]([F:19])[C:3]=1[C:20]([C:22]1[CH:23]=[N:24][C:25]([O:28]C)=[CH:26][CH:27]=1)=[O:21]. The catalyst is Cl.O. The yield is 0.880. The product is [NH2:11][C@@H:8]([C:5]1[C:4]([F:19])=[C:3]([C:20]([C:22]2[CH:27]=[CH:26][C:25](=[O:28])[NH:24][CH:23]=2)=[O:21])[C:2]([Cl:1])=[CH:7][CH:6]=1)[CH2:9][CH3:10].